This data is from Forward reaction prediction with 1.9M reactions from USPTO patents (1976-2016). The task is: Predict the product of the given reaction. (1) Given the reactants C(OC([NH:8][C:9]1[CH:14]=[CH:13][CH:12]=[CH:11][C:10]=1[NH:15][C:16]([C:18]1[CH:19]=[CH:20][C:21]([C:24]2[CH2:25][CH2:26][N:27](C(OC(C)(C)C)=O)[CH2:28][CH:29]=2)=[N:22][CH:23]=1)=[O:17])=O)(C)(C)C.Cl, predict the reaction product. The product is: [NH2:8][C:9]1[CH:14]=[CH:13][CH:12]=[CH:11][C:10]=1[NH:15][C:16]([C:18]1[CH:19]=[CH:20][C:21]([C:24]2[CH2:25][CH2:26][NH:27][CH2:28][CH:29]=2)=[N:22][CH:23]=1)=[O:17]. (2) Given the reactants [Cl:1][C:2]1[CH:7]=[CH:6][C:5]([Cl:8])=[CH:4][C:3]=1[C@H:9]([NH:11]S(C(C)(C)C)=O)[CH3:10].Cl.O1CCOCC1, predict the reaction product. The product is: [ClH:1].[Cl:1][C:2]1[CH:7]=[CH:6][C:5]([Cl:8])=[CH:4][C:3]=1[C@H:9]([NH2:11])[CH3:10]. (3) Given the reactants [NH2:1][C@@H:2]1[C:10]2[C:5](=[CH:6][CH:7]=[CH:8][CH:9]=2)[CH2:4][C@@H:3]1[OH:11].[C:12]([O:16][C:17](O[C:17]([O:16][C:12]([CH3:15])([CH3:14])[CH3:13])=[O:18])=[O:18])([CH3:15])([CH3:14])[CH3:13], predict the reaction product. The product is: [C:12]([O:16][C:17](=[O:18])[NH:1][C@@H:2]1[C:10]2[C:5](=[CH:6][CH:7]=[CH:8][CH:9]=2)[CH2:4][C@@H:3]1[OH:11])([CH3:15])([CH3:14])[CH3:13]. (4) Given the reactants [S:1]1[C:6]2[CH:7]=[CH:8][CH:9]=[CH:10][C:5]=2[NH:4][C:3](=[O:11])[CH2:2]1.[Cl:12][CH2:13][C:14](Cl)=[O:15].[Cl-].[Cl-].[Cl-].[Al+3], predict the reaction product. The product is: [Cl:12][CH2:13][C:14]([C:9]1[CH:8]=[CH:7][C:6]2[S:1][CH2:2][C:3](=[O:11])[NH:4][C:5]=2[CH:10]=1)=[O:15]. (5) Given the reactants [CH2:1]([C:4]1([C:19]2[CH:24]=[CH:23][CH:22]=[CH:21][CH:20]=2)[O:9][C:8](=[O:10])[N:7]([CH2:11][CH2:12][C:13]2[CH:18]=[CH:17][CH:16]=[CH:15][CH:14]=2)[CH2:6][CH2:5]1)[CH:2]=[CH2:3].B.C1C[O:29]CC1.[OH-].[Na+].OO.Cl, predict the reaction product. The product is: [OH:29][CH2:3][CH2:2][CH2:1][C:4]1([C:19]2[CH:24]=[CH:23][CH:22]=[CH:21][CH:20]=2)[O:9][C:8](=[O:10])[N:7]([CH2:11][CH2:12][C:13]2[CH:14]=[CH:15][CH:16]=[CH:17][CH:18]=2)[CH2:6][CH2:5]1.